From a dataset of Reaction yield outcomes from USPTO patents with 853,638 reactions. Predict the reaction yield, written as a fraction of the theoretical maximum amount of product (1.0 means a 100% yield; for example, 0.34 means a 34% yield). (1) The reactants are [O:1]=[C:2]1[N:7]2[N:8]=[CH:9][CH:10]=[C:6]2[C:5]2[CH:11]=[C:12]([CH:14]=[O:15])[S:13][C:4]=2[NH:3]1.Cl[CH2:17][C:18]1[CH:23]=[CH:22][C:21]([O:24][CH3:25])=[CH:20][CH:19]=1.C(=O)([O-])[O-].[K+].[K+].[Cl-].[NH4+]. The catalyst is CN(C)C=O. The product is [CH3:25][O:24][C:21]1[CH:22]=[CH:23][C:18]([CH2:17][N:3]2[C:4]3[S:13][C:12]([CH:14]=[O:15])=[CH:11][C:5]=3[C:6]3=[CH:10][CH:9]=[N:8][N:7]3[C:2]2=[O:1])=[CH:19][CH:20]=1. The yield is 0.890. (2) The reactants are [C:1]([C:3]1[CH:8]=[CH:7][C:6]([CH:9]([CH2:13][CH:14]2[CH2:18][CH2:17][CH2:16][CH2:15]2)[C:10]([OH:12])=O)=[CH:5][CH:4]=1)#[N:2].C(Cl)(=O)C(Cl)=O.[NH2:25][C:26]1[S:27][CH:28]=[CH:29][N:30]=1.C(N(CC)C(C)C)(C)C. The catalyst is C(Cl)Cl.CN(C)C=O.O1CCCC1. The product is [C:1]([C:3]1[CH:4]=[CH:5][C:6]([CH:9]([CH2:13][CH:14]2[CH2:18][CH2:17][CH2:16][CH2:15]2)[C:10]([NH:25][C:26]2[S:27][CH:28]=[CH:29][N:30]=2)=[O:12])=[CH:7][CH:8]=1)#[N:2]. The yield is 1.00. (3) The reactants are [F:1][C:2]1[C:7]([F:8])=[CH:6][CH:5]=[CH:4][C:3]=1[OH:9].CI.C(=O)([O-])[O-].[K+].[K+].[CH3:18][C:19](C)=O. No catalyst specified. The product is [CH2:18]([O:9][C:3]1[CH:4]=[CH:5][CH:6]=[C:7]([F:8])[C:2]=1[F:1])[CH3:19]. The yield is 1.00. (4) The reactants are [OH:1][C:2]1[CH:7]=[C:6]([CH3:8])O[C:4](=[O:9])[CH:3]=1.[CH2:10]([NH2:13])[CH:11]=[CH2:12]. The catalyst is O. The product is [CH2:10]([N:13]1[C:6]([CH3:8])=[CH:7][C:2]([OH:1])=[CH:3][C:4]1=[O:9])[CH:11]=[CH2:12]. The yield is 0.690. (5) The reactants are C([O:8][C:9]1[C:14]([CH2:15][CH:16]=[CH:17][C:18]2[CH:70]=[C:21]3[N:22]=[C:23]([CH3:69])[C:24]([C@H:58]([O:64][C:65]([CH3:68])([CH3:67])[CH3:66])[C:59]([O:61][CH2:62][CH3:63])=[O:60])=[C:25]([N:26]4[CH2:31][CH2:30][C:29]([O:33][CH2:34][CH2:35][CH2:36][CH2:37][C@H:38]([O:40][Si](C(C)(C)C)(C5C=CC=CC=5)C5C=CC=CC=5)[CH3:39])([CH3:32])[CH2:28][CH2:27]4)[N:20]3[N:19]=2)=[C:13]([F:71])[C:12]([F:72])=[CH:11][CH:10]=1)C1C=CC=CC=1.[H][H].CCCC[N+](CCCC)(CCCC)CCCC.[F-]. The catalyst is C(O)C.C1COCC1.[Pd]. The product is [C:65]([O:64][C@@H:58]([C:24]1[C:23]([CH3:69])=[N:22][C:21]2[N:20]([N:19]=[C:18]([CH2:17][CH2:16][CH2:15][C:14]3[C:9]([OH:8])=[CH:10][CH:11]=[C:12]([F:72])[C:13]=3[F:71])[CH:70]=2)[C:25]=1[N:26]1[CH2:31][CH2:30][C:29]([O:33][CH2:34][CH2:35][CH2:36][CH2:37][C@H:38]([OH:40])[CH3:39])([CH3:32])[CH2:28][CH2:27]1)[C:59]([O:61][CH2:62][CH3:63])=[O:60])([CH3:66])([CH3:67])[CH3:68]. The yield is 0.300. (6) The reactants are [F:1][C:2]1[CH:9]=[C:8]([O:10][CH2:11][C:12]2[CH:13]=[N:14][C:15]([O:18][CH3:19])=[CH:16][CH:17]=2)[C:7]([O:20][CH3:21])=[CH:6][C:3]=1[C:4]#[N:5].[H-].[Al+3].[Li+].[H-].[H-].[H-]. The catalyst is O1CCCC1. The product is [F:1][C:2]1[CH:9]=[C:8]([O:10][CH2:11][C:12]2[CH:13]=[N:14][C:15]([O:18][CH3:19])=[CH:16][CH:17]=2)[C:7]([O:20][CH3:21])=[CH:6][C:3]=1[CH2:4][NH2:5]. The yield is 0.580.